This data is from Full USPTO retrosynthesis dataset with 1.9M reactions from patents (1976-2016). The task is: Predict the reactants needed to synthesize the given product. Given the product [Cl:9][C:10]1[CH:11]=[C:12]([CH:13]([OH:14])[C:5]([F:8])([F:7])[F:6])[CH:15]=[CH:16][N:17]=1, predict the reactants needed to synthesize it. The reactants are: [Si]([C:5]([F:8])([F:7])[F:6])(C)(C)C.[Cl:9][C:10]1[CH:11]=[C:12]([CH:15]=[CH:16][N:17]=1)[CH:13]=[O:14].CCCC[N+](CCCC)(CCCC)CCCC.[F-].